This data is from Full USPTO retrosynthesis dataset with 1.9M reactions from patents (1976-2016). The task is: Predict the reactants needed to synthesize the given product. (1) Given the product [CH2:1]([O:3][C:4](=[O:25])[CH2:5][CH:6]([C:15]([OH:17])=[O:16])[CH2:7][C:8]([O:10][C:11]([CH3:13])([CH3:14])[CH3:12])=[O:9])[CH3:2], predict the reactants needed to synthesize it. The reactants are: [CH2:1]([O:3][C:4](=[O:25])[CH2:5][CH:6]([C:15]([O:17]CC1C=CC=CC=1)=[O:16])[CH2:7][C:8]([O:10][C:11]([CH3:14])([CH3:13])[CH3:12])=[O:9])[CH3:2]. (2) Given the product [CH:1]1([CH2:4][O:5][C:6]2[CH:11]=[CH:10][C:9]([F:12])=[CH:8][C:7]=2[C:13]2[CH:18]=[CH:17][N:16]=[C:15]3[C:19]([C:31]([NH:34][C@@H:35]4[CH2:40][CH2:39][C@H:38]([NH:41][C:42](=[O:48])[O:43][C:44]([CH3:46])([CH3:45])[CH3:47])[CH2:37][CH2:36]4)=[O:33])=[C:20]([CH3:30])[N:21]([CH2:22][O:23][CH2:24][CH2:25][Si:26]([CH3:28])([CH3:29])[CH3:27])[C:14]=23)[CH2:3][CH2:2]1, predict the reactants needed to synthesize it. The reactants are: [CH:1]1([CH2:4][O:5][C:6]2[CH:11]=[CH:10][C:9]([F:12])=[CH:8][C:7]=2[C:13]2[CH:18]=[CH:17][N:16]=[C:15]3[C:19]([C:31]([OH:33])=O)=[C:20]([CH3:30])[N:21]([CH2:22][O:23][CH2:24][CH2:25][Si:26]([CH3:29])([CH3:28])[CH3:27])[C:14]=23)[CH2:3][CH2:2]1.[NH2:34][C@@H:35]1[CH2:40][CH2:39][C@H:38]([NH:41][C:42](=[O:48])[O:43][C:44]([CH3:47])([CH3:46])[CH3:45])[CH2:37][CH2:36]1. (3) Given the product [Cl:20][C:10]1[C:11]2[C:6](=[CH:5][CH:4]=[C:3]([O:2][CH3:1])[CH:12]=2)[C:7]([C:14]([F:17])([F:16])[F:15])=[N:8][N:9]=1, predict the reactants needed to synthesize it. The reactants are: [CH3:1][O:2][C:3]1[CH:12]=[C:11]2[C:6]([C:7]([C:14]([F:17])([F:16])[F:15])=[N:8][NH:9][C:10]2=O)=[CH:5][CH:4]=1.P(Cl)(Cl)([Cl:20])=O. (4) The reactants are: [C:1]([C:3]1[CH:8]=[CH:7][C:6]([C:9]2[C:18]3[C:13](=[CH:14][C:15]([S:19](OC4C(F)=C(F)C(F)=C(F)C=4F)(=[O:21])=[O:20])=[CH:16][CH:17]=3)[CH:12]=[CH:11][N:10]=2)=[C:5]([O:34][CH3:35])[CH:4]=1)#[N:2].[S:36]1[CH:40]=[CH:39][N:38]=[C:37]1[NH2:41].C1COCC1.C[Si]([N-][Si](C)(C)C)(C)C.[Li+]. Given the product [C:1]([C:3]1[CH:8]=[CH:7][C:6]([C:9]2[C:18]3[C:13](=[CH:14][C:15]([S:19]([NH:41][C:37]4[S:36][CH:40]=[CH:39][N:38]=4)(=[O:20])=[O:21])=[CH:16][CH:17]=3)[CH:12]=[CH:11][N:10]=2)=[C:5]([O:34][CH3:35])[CH:4]=1)#[N:2], predict the reactants needed to synthesize it. (5) Given the product [CH3:4][CH2:5][O:6][C:7]([C@@H:9]([NH:18][C@@H:19]1[C:29](=[O:30])[N:28]([CH2:31][C:32]([OH:34])=[O:33])[C:27]2[CH:26]=[CH:25][CH:24]=[CH:23][C:22]=2[CH2:21][CH2:20]1)[CH2:10][CH2:11][C:12]1[CH:17]=[CH:16][CH:15]=[CH:14][CH:13]=1)=[O:8], predict the reactants needed to synthesize it. The reactants are: C(O)C.[CH3:4][CH2:5][O:6][C:7]([C@@H:9]([NH:18][C@@H:19]1[C:29](=[O:30])[N:28]([CH2:31][C:32]([OH:34])=[O:33])[C:27]2[CH:26]=[CH:25][CH:24]=[CH:23][C:22]=2[CH2:21][CH2:20]1)[CH2:10][CH2:11][C:12]1[CH:13]=[CH:14][CH:15]=[CH:16][CH:17]=1)=[O:8].Cl. (6) Given the product [Cl:1][C:2]1[CH:10]=[CH:9][CH:8]=[C:7]2[C:3]=1[C:4]([C:12]([O:14][CH3:15])=[O:13])=[C:5]([CH3:11])[N:6]2[CH3:18], predict the reactants needed to synthesize it. The reactants are: [Cl:1][C:2]1[CH:10]=[CH:9][CH:8]=[C:7]2[C:3]=1[C:4]([C:12]([O:14][CH3:15])=[O:13])=[C:5]([CH3:11])[NH:6]2.[H-].[Na+].[CH3:18]I. (7) The reactants are: [F:1][C:2]1([F:20])[CH2:7][CH2:6][N:5]([CH2:8][C:9]2[N:10]=[C:11]([C:18]#[N:19])[N:12]3[CH:17]=[CH:16][CH:15]=[CH:14][C:13]=23)[CH2:4][CH2:3]1.[Li+].C[Si]([N-:26][Si](C)(C)C)(C)C. Given the product [F:20][C:2]1([F:1])[CH2:7][CH2:6][N:5]([CH2:8][C:9]2[N:10]=[C:11]([C:18](=[NH:26])[NH2:19])[N:12]3[CH:17]=[CH:16][CH:15]=[CH:14][C:13]=23)[CH2:4][CH2:3]1, predict the reactants needed to synthesize it. (8) Given the product [CH3:21][N:22]([CH3:23])[CH2:2][CH2:3][O:4][CH2:5][C:6]([NH:8][C@H:9]1[CH2:13][CH2:12][N:11]([C:14]([O:16][C:17]([CH3:20])([CH3:19])[CH3:18])=[O:15])[CH2:10]1)=[O:7], predict the reactants needed to synthesize it. The reactants are: Br[CH2:2][CH2:3][O:4][CH2:5][C:6]([NH:8][C@H:9]1[CH2:13][CH2:12][N:11]([C:14]([O:16][C:17]([CH3:20])([CH3:19])[CH3:18])=[O:15])[CH2:10]1)=[O:7].[CH3:21][NH:22][CH3:23].